Dataset: Reaction yield outcomes from USPTO patents with 853,638 reactions. Task: Predict the reaction yield, written as a fraction of the theoretical maximum amount of product (1.0 means a 100% yield; for example, 0.34 means a 34% yield). (1) The reactants are [CH:1]1([CH2:7][CH:8]=[O:9])[CH2:6][CH2:5][CH2:4][CH2:3][CH2:2]1.C[Si]([C:14]#[N:15])(C)C. The catalyst is C(Cl)Cl.CC(C)[O-].[Ti+4].CC(C)[O-].CC(C)[O-].CC(C)[O-]. The product is [CH:1]1([CH2:7][CH:8]([OH:9])[C:14]#[N:15])[CH2:6][CH2:5][CH2:4][CH2:3][CH2:2]1. The yield is 0.720. (2) The reactants are [NH2:1][C:2]1[N:7]([CH2:8][C:9]2[CH:14]=[CH:13][C:12]([O:15][CH3:16])=[CH:11][CH:10]=2)[C:6](=[S:17])[NH:5][C:4](=[O:18])[C:3]=1[N:19]=O. The catalyst is C(O)(=O)C. The product is [NH2:19][C:3]1[C:4](=[O:18])[NH:5][C:6](=[S:17])[N:7]([CH2:8][C:9]2[CH:10]=[CH:11][C:12]([O:15][CH3:16])=[CH:13][CH:14]=2)[C:2]=1[NH2:1]. The yield is 0.730. (3) The reactants are [NH2:1][NH:2][C:3]([NH2:5])=[S:4].C(O)(=O)C.[C:10]([NH:13][C:14]1[CH:21]=[CH:20][C:17]([CH:18]=O)=[C:16]([F:22])[CH:15]=1)(=[O:12])[CH3:11]. The catalyst is O.C(O)C. The product is [C:10]([NH:13][C:14]1[CH:21]=[CH:20][C:17]([CH:18]=[N:1][NH:2][C:3]([NH2:5])=[S:4])=[C:16]([F:22])[CH:15]=1)(=[O:12])[CH3:11]. The yield is 0.240. (4) The reactants are [Cl:1][C:2]1[CH:7]=[CH:6][CH:5]=[C:4]([Cl:8])[C:3]=1B(O)O.[NH2:12][C:13]1[N:14]=[C:15]([N:24]2[CH2:29][CH2:28][N:27]([C:30](=[O:40])[CH2:31][O:32][C:33]3[CH:38]=[CH:37][C:36]([Cl:39])=[CH:35][CH:34]=3)[CH2:26][CH2:25]2)[C:16]2[N:22]=[C:21](Cl)[CH:20]=[CH:19][C:17]=2[N:18]=1. No catalyst specified. The product is [NH2:12][C:13]1[N:14]=[C:15]([N:24]2[CH2:25][CH2:26][N:27]([C:30](=[O:40])[CH2:31][O:32][C:33]3[CH:38]=[CH:37][C:36]([Cl:39])=[CH:35][CH:34]=3)[CH2:28][CH2:29]2)[C:16]2[N:22]=[C:21]([C:3]3[C:2]([Cl:1])=[CH:7][CH:6]=[CH:5][C:4]=3[Cl:8])[CH:20]=[CH:19][C:17]=2[N:18]=1. The yield is 0.440. (5) The reactants are [F:1][C:2]([F:7])([F:6])[CH2:3][CH2:4][OH:5].[C:21]1(P([C:21]2[CH:26]=[CH:25][CH:24]=[CH:23][CH:22]=2)[C:21]2[CH:26]=[CH:25][CH:24]=[CH:23][CH:22]=2)[CH:26]=[CH:25][CH:24]=[CH:23][CH:22]=1.N([C:29]([O:31][CH:32](C)C)=[O:30])=N[C:29]([O:31][CH:32](C)C)=[O:30]. The catalyst is O1CCCC1. The product is [F:1][C:2]([F:7])([F:6])[CH2:3][CH2:4][O:5][C:24]1[CH:23]=[CH:22][C:21]([C:29]([O:31][CH3:32])=[O:30])=[CH:26][CH:25]=1. The yield is 0.320. (6) The reactants are [H-].[Na+].[CH2:3]([N:10]1[C:18]2[C:17]([S:19][C:20]3[C:25]([CH3:26])=[CH:24][C:23]([CH3:27])=[CH:22][C:21]=3[CH3:28])=[N:16][C:15](F)=[N:14][C:13]=2[CH:12]=[CH:11]1)[C:4]1[CH:9]=[CH:8][CH:7]=[CH:6][CH:5]=1.C[N:31]1[C:35](=O)[CH2:34][CH2:33][CH2:32]1. The catalyst is O. The product is [CH2:3]([N:10]1[C:18]2[C:17]([S:19][C:20]3[C:25]([CH3:26])=[CH:24][C:23]([CH3:27])=[CH:22][C:21]=3[CH3:28])=[N:16][C:15]([NH:10][C:3]3[CH:32]=[CH:33][C:34]([C:35]#[N:31])=[CH:5][CH:4]=3)=[N:14][C:13]=2[CH:12]=[CH:11]1)[C:4]1[CH:9]=[CH:8][CH:7]=[CH:6][CH:5]=1. The yield is 0.110. (7) The reactants are CS[C:3]1[N:4]=[C:5]([N:36]2[CH2:41][CH2:40][O:39][CH2:38][CH2:37]2)[C:6]2[C:11]([C:12]3[CH:17]=[CH:16][CH:15]=[CH:14][CH:13]=3)=[C:10]([C:18]3[CH:23]=[CH:22][C:21]([C:24]4([NH:28][C:29](=[O:35])[O:30][C:31]([CH3:34])([CH3:33])[CH3:32])[CH2:27][CH2:26][CH2:25]4)=[CH:20][CH:19]=3)[O:9][C:7]=2[N:8]=1.O[O:43][S:44]([O-:46])=O.[K+].[C:48](=O)([O-])O.[Na+]. The catalyst is C1COCC1.CO.O. The product is [CH3:48][S:44]([C:3]1[N:4]=[C:5]([N:36]2[CH2:41][CH2:40][O:39][CH2:38][CH2:37]2)[C:6]2[C:11]([C:12]3[CH:13]=[CH:14][CH:15]=[CH:16][CH:17]=3)=[C:10]([C:18]3[CH:23]=[CH:22][C:21]([C:24]4([NH:28][C:29](=[O:35])[O:30][C:31]([CH3:34])([CH3:33])[CH3:32])[CH2:27][CH2:26][CH2:25]4)=[CH:20][CH:19]=3)[O:9][C:7]=2[N:8]=1)(=[O:46])=[O:43]. The yield is 0.280.